This data is from Forward reaction prediction with 1.9M reactions from USPTO patents (1976-2016). The task is: Predict the product of the given reaction. (1) Given the reactants [F:1][C:2]1[CH:30]=[C:29]([N+:31]([O-])=O)[CH:28]=[CH:27][C:3]=1[O:4][C:5]1[CH:10]=[CH:9][N:8]=[C:7]2[CH:11]=[C:12]([C:14]3[CH:19]=[CH:18][C:17]([C:20]([N:22]4[CH2:26][CH2:25][CH2:24][CH2:23]4)=[O:21])=[CH:16][CH:15]=3)[S:13][C:6]=12.[NH4+].[Cl-], predict the reaction product. The product is: [NH2:31][C:29]1[CH:28]=[CH:27][C:3]([O:4][C:5]2[CH:10]=[CH:9][N:8]=[C:7]3[CH:11]=[C:12]([C:14]4[CH:15]=[CH:16][C:17]([C:20]([N:22]5[CH2:26][CH2:25][CH2:24][CH2:23]5)=[O:21])=[CH:18][CH:19]=4)[S:13][C:6]=23)=[C:2]([F:1])[CH:30]=1. (2) Given the reactants [CH2:1]([O:8][C:9]([NH:11][C@H:12]([C:16]1[CH:21]=[CH:20][CH:19]=[CH:18][CH:17]=1)[C:13]([OH:15])=O)=[O:10])[C:2]1[CH:7]=[CH:6][CH:5]=[CH:4][CH:3]=1.Cl.[NH2:23][C@H:24]([C:29]([OH:31])=[O:30])C(C)(C)C.N1[C:37]([CH3:38])=[CH:36]C=CC=1C.[CH3:40]N(C(ON1N=NC2C=CC=CC1=2)=[N+](C)C)C.[B-](F)(F)(F)F, predict the reaction product. The product is: [CH2:1]([O:8][C:9]([NH:11][C@@H:12]([C:13](=[O:15])[NH:23][CH2:24][C:29]([O:31][C:37]([CH3:36])([CH3:38])[CH3:40])=[O:30])[C:16]1[CH:21]=[CH:20][CH:19]=[CH:18][CH:17]=1)=[O:10])[C:2]1[CH:3]=[CH:4][CH:5]=[CH:6][CH:7]=1. (3) Given the reactants [CH2:1]([O:8][N:9]1[C:14]2[N:15]=[CH:16][N:17]=[CH:18][C:13]=2[C:12]([NH:19][CH:20]2[CH2:25][CH2:24][CH2:23][CH2:22][CH2:21]2)=[C:11](C(OCC)=O)[C:10]1=[O:31])[C:2]1[CH:7]=[CH:6][CH:5]=[CH:4][CH:3]=1.[OH-].[Na+], predict the reaction product. The product is: [CH2:1]([O:8][N:9]1[C:14]2[N:15]=[CH:16][N:17]=[CH:18][C:13]=2[C:12]([NH:19][CH:20]2[CH2:25][CH2:24][CH2:23][CH2:22][CH2:21]2)=[CH:11][C:10]1=[O:31])[C:2]1[CH:7]=[CH:6][CH:5]=[CH:4][CH:3]=1. (4) The product is: [C:2]1([C:8]2[C:9]([N:17]3[CH2:18][CH2:19][N:20]([C:23]([O:25][C:26]([CH3:29])([CH3:28])[CH3:27])=[O:24])[CH2:21][CH2:22]3)=[C:10]3[CH:16]=[N:15][NH:14][C:11]3=[N:12][CH:13]=2)[CH:3]=[CH:4][CH:5]=[CH:6][CH:7]=1. Given the reactants Cl.[C:2]1([C:8]2[C:9]([N:17]3[CH2:22][CH2:21][NH:20][CH2:19][CH2:18]3)=[C:10]3[CH:16]=[N:15][NH:14][C:11]3=[N:12][CH:13]=2)[CH:7]=[CH:6][CH:5]=[CH:4][CH:3]=1.[C:23](O[C:23]([O:25][C:26]([CH3:29])([CH3:28])[CH3:27])=[O:24])([O:25][C:26]([CH3:29])([CH3:28])[CH3:27])=[O:24].C(N(C(C)C)C(C)C)C.O[Li].O, predict the reaction product. (5) The product is: [F:21][C:15]1[CH:14]=[C:13]([CH2:12][C:10]2[N:9]3[CH:22]=[CH:23][CH:24]=[C:8]3[C:7](=[O:25])[NH:6][CH:11]=2)[CH:20]=[CH:19][C:16]=1[C:17]#[N:18]. Given the reactants COC1C=C(OC)C=CC=1C[N:6]1[CH:11]=[C:10]([CH2:12][C:13]2[CH:20]=[CH:19][C:16]([C:17]#[N:18])=[C:15]([F:21])[CH:14]=2)[N:9]2[CH:22]=[CH:23][CH:24]=[C:8]2[C:7]1=[O:25], predict the reaction product.